This data is from Forward reaction prediction with 1.9M reactions from USPTO patents (1976-2016). The task is: Predict the product of the given reaction. (1) Given the reactants Cl[C:2]1[C:11]2[C:6](=[CH:7][C:8]([O:14][CH3:15])=[C:9]([O:12][CH3:13])[CH:10]=2)[N:5]=[CH:4][CH:3]=1.[OH:16][C:17]1[CH:30]=[C:29]([O:31][CH2:32][CH2:33][CH2:34][CH2:35][CH2:36][CH2:37][CH2:38][CH3:39])[CH:28]=[CH:27][C:18]=1[C:19]([C:21]1[CH:26]=[CH:25][CH:24]=[CH:23][CH:22]=1)=[O:20], predict the reaction product. The product is: [CH3:13][O:12][C:9]1[CH:10]=[C:11]2[C:6](=[CH:7][C:8]=1[O:14][CH3:15])[N:5]=[CH:4][CH:3]=[C:2]2[O:16][C:17]1[CH:30]=[C:29]([O:31][CH2:32][CH2:33][CH2:34][CH2:35][CH2:36][CH2:37][CH2:38][CH3:39])[CH:28]=[CH:27][C:18]=1[C:19]([C:21]1[CH:22]=[CH:23][CH:24]=[CH:25][CH:26]=1)=[O:20]. (2) Given the reactants [C:1]12([CH2:11][C:12](O)=[O:13])[CH2:10][CH:5]3[CH2:6][CH:7]([CH2:9][CH:3]([CH2:4]3)[CH2:2]1)[CH2:8]2.[CH2:15]([O:17][C:18]([C:20]1[CH:29]=[C:23]2[C:24]([NH2:28])=[CH:25][CH:26]=[CH:27][N:22]2[N:21]=1)=[O:19])[CH3:16].[Cl-].ClC1N(C)CC[NH+]1C.C([O-])(O)=O.[Na+], predict the reaction product. The product is: [CH2:15]([O:17][C:18]([C:20]1[CH:29]=[C:23]2[C:24]([NH:28][C:12](=[O:13])[CH2:11][C:1]34[CH2:10][CH:5]5[CH2:4][CH:3]([CH2:9][CH:7]([CH2:6]5)[CH2:8]3)[CH2:2]4)=[CH:25][CH:26]=[CH:27][N:22]2[N:21]=1)=[O:19])[CH3:16]. (3) Given the reactants [N:1]([CH:4]([C:6]1[CH:7]=[CH:8][C:9]2[S:13][C:12]([CH3:14])=[N:11][C:10]=2[C:15]=1Br)[CH3:5])=[N+:2]=[N-:3].[F:17][C:18]1[CH:19]=[C:20](B(O)O)[CH:21]=[CH:22][CH:23]=1.C(=O)([O-])[O-].[Na+].[Na+].O, predict the reaction product. The product is: [N:1]([CH:4]([C:6]1[CH:7]=[CH:8][C:9]2[S:13][C:12]([CH3:14])=[N:11][C:10]=2[C:15]=1[C:22]1[CH:21]=[CH:20][CH:19]=[C:18]([F:17])[CH:23]=1)[CH3:5])=[N+:2]=[N-:3]. (4) The product is: [OH:33][C:25]([CH3:27])([CH3:26])[CH2:24][O:23][C:20]1[CH:21]=[CH:22][C:17]([C:9]2[S:10][C:11]([C:12]([O:14][CH2:15][CH3:16])=[O:13])=[C:7]([CH3:6])[N:8]=2)=[CH:18][C:19]=1[N:28]1[CH:32]=[N:31][N:30]=[N:29]1. Given the reactants S(=O)(=O)(O)O.[CH3:6][C:7]1[N:8]=[C:9]([C:17]2[CH:22]=[CH:21][C:20]([O:23][CH:24]=[C:25]([CH3:27])[CH3:26])=[C:19]([N:28]3[CH:32]=[N:31][N:30]=[N:29]3)[CH:18]=2)[S:10][C:11]=1[C:12]([O:14][CH2:15][CH3:16])=[O:13].[OH2:33], predict the reaction product. (5) Given the reactants [BH4-].[Na+].[Br:3][C:4]1[CH:5]=[C:6]([CH:10]=[C:11]([N+:13]([O-:15])=[O:14])[CH:12]=1)[C:7](O)=[O:8].B(F)(F)F.CCOCC, predict the reaction product. The product is: [Br:3][C:4]1[CH:5]=[C:6]([CH2:7][OH:8])[CH:10]=[C:11]([N+:13]([O-:15])=[O:14])[CH:12]=1. (6) Given the reactants [CH2:1]([N:8]1[C:16]2[C:11](=[CH:12][C:13]([N+:17]([O-])=O)=[CH:14][CH:15]=2)[CH:10]=[CH:9]1)[C:2]1[CH:7]=[CH:6][CH:5]=[CH:4][CH:3]=1.[Cl-].[NH4+].C(O)C.O, predict the reaction product. The product is: [CH2:1]([N:8]1[C:16]2[C:11](=[CH:12][C:13]([NH2:17])=[CH:14][CH:15]=2)[CH:10]=[CH:9]1)[C:2]1[CH:3]=[CH:4][CH:5]=[CH:6][CH:7]=1. (7) The product is: [CH2:1]([O:8][C:9](=[O:35])[NH:10][CH:11]([C:16]([N:18]1[CH2:22][CH2:21][CH:20]2[N:23]([C:46]3[N:51]=[CH:50][CH:49]=[CH:48][N:47]=3)[CH2:24][CH:25]([O:26][C:27]3[CH:32]=[CH:31][C:30]([F:33])=[C:29]([F:34])[CH:28]=3)[CH:19]12)=[O:17])[C:12]([CH3:15])([CH3:14])[CH3:13])[C:2]1[CH:7]=[CH:6][CH:5]=[CH:4][CH:3]=1. Given the reactants [CH2:1]([O:8][C:9](=[O:35])[NH:10][CH:11]([C:16]([N:18]1[CH2:22][CH2:21][CH:20]2[NH:23][CH2:24][CH:25]([O:26][C:27]3[CH:32]=[CH:31][C:30]([F:33])=[C:29]([F:34])[CH:28]=3)[CH:19]12)=[O:17])[C:12]([CH3:15])([CH3:14])[CH3:13])[C:2]1[CH:7]=[CH:6][CH:5]=[CH:4][CH:3]=1.CCN(C(C)C)C(C)C.Cl[C:46]1[N:51]=[CH:50][CH:49]=[CH:48][N:47]=1, predict the reaction product. (8) Given the reactants [F:1][CH2:2][CH2:3][N:4]1[C:13]2[C:8](=[CH:9][CH:10]=[C:11](/[CH:14]=[CH:15]/[C:16]3[S:17][CH:18]=[C:19]([CH:21]([CH3:23])[CH3:22])[N:20]=3)[CH:12]=2)[C:7](=[O:24])[C:6]([C:25]([OH:27])=O)=[CH:5]1.C([N:30](CC)CC)C.ClC(OCC)=O.N, predict the reaction product. The product is: [F:1][CH2:2][CH2:3][N:4]1[C:13]2[C:8](=[CH:9][CH:10]=[C:11](/[CH:14]=[CH:15]/[C:16]3[S:17][CH:18]=[C:19]([CH:21]([CH3:23])[CH3:22])[N:20]=3)[CH:12]=2)[C:7](=[O:24])[C:6]([C:25]([NH2:30])=[O:27])=[CH:5]1. (9) Given the reactants [NH2:1][C:2]1[CH:3]=[C:4]2[C:9](=[CH:10][C:11]=1[C:12]([OH:14])=[O:13])[N:8]=[C:7]([C:15]([F:18])([F:17])[F:16])[CH:6]=[CH:5]2.[Cl:19]N[C:21](=O)[CH2:22]CC(N)=O, predict the reaction product. The product is: [CH2:21]([NH+:8]([CH2:7][CH3:15])[CH2:9][CH3:10])[CH3:22].[NH2:1][C:2]1[C:3]([Cl:19])=[C:4]2[C:9](=[CH:10][C:11]=1[C:12]([O-:14])=[O:13])[N:8]=[C:7]([C:15]([F:18])([F:16])[F:17])[CH:6]=[CH:5]2. (10) Given the reactants [C:9](O[C:9]([O:11][C:12]([CH3:15])([CH3:14])[CH3:13])=[O:10])([O:11][C:12]([CH3:15])([CH3:14])[CH3:13])=[O:10].[CH:16]1([NH2:19])[CH2:18][CH2:17]1, predict the reaction product. The product is: [C:12]([O:11][C:9](=[O:10])[NH:19][CH:16]1[CH2:18][CH2:17]1)([CH3:13])([CH3:14])[CH3:15].